Task: Predict the product of the given reaction.. Dataset: Forward reaction prediction with 1.9M reactions from USPTO patents (1976-2016) (1) Given the reactants C([O:8][C:9]1[CH:18]=[C:17]2[C:12]([C:13]([O:19][C:20]3[CH:25]=[CH:24][C:23]([N+:26]([O-])=O)=[CH:22][CH:21]=3)=[CH:14][CH:15]=[N:16]2)=[CH:11][C:10]=1[O:29][CH3:30])C1C=CC=CC=1.C(O[K])=O, predict the reaction product. The product is: [NH2:26][C:23]1[CH:24]=[CH:25][C:20]([O:19][C:13]2[C:12]3[C:17](=[CH:18][C:9]([OH:8])=[C:10]([O:29][CH3:30])[CH:11]=3)[N:16]=[CH:15][CH:14]=2)=[CH:21][CH:22]=1. (2) Given the reactants [CH:1]([O:4][C:5]1[CH:6]=[C:7]2[C:12](=[CH:13][CH:14]=1)[O:11][CH2:10][CH2:9][C@@H:8]2[NH:15]C(=O)OC(C)(C)C)([CH3:3])[CH3:2].Cl, predict the reaction product. The product is: [CH:1]([O:4][C:5]1[CH:6]=[C:7]2[C:12](=[CH:13][CH:14]=1)[O:11][CH2:10][CH2:9][C@@H:8]2[NH2:15])([CH3:3])[CH3:2]. (3) Given the reactants [CH2:1]([O:8][C:9]1[CH:10]=[C:11]2[C:15](=[CH:16][CH:17]=1)[NH:14][CH:13]=[CH:12]2)[C:2]1[CH:7]=[CH:6][CH:5]=[CH:4][CH:3]=1.[C:18]([O:22][C:23](O[C:23]([O:22][C:18]([CH3:21])([CH3:20])[CH3:19])=[O:24])=[O:24])([CH3:21])([CH3:20])[CH3:19].CCOCC, predict the reaction product. The product is: [C:18]([O:22][C:23]([N:14]1[C:15]2[C:11](=[CH:10][C:9]([O:8][CH2:1][C:2]3[CH:3]=[CH:4][CH:5]=[CH:6][CH:7]=3)=[CH:17][CH:16]=2)[CH:12]=[CH:13]1)=[O:24])([CH3:21])([CH3:20])[CH3:19]. (4) Given the reactants C([O-])([O-])=O.[K+].[K+].[F:7][C:8]1[CH:13]=[C:12]([N+:14]([O-:16])=[O:15])[C:11](F)=[CH:10][C:9]=1[O:18][CH3:19].[CH3:20][O:21][C:22]([C@H:24]1[CH2:29][CH2:28][C@H:27]([CH2:30][NH2:31])[CH2:26][CH2:25]1)=[O:23], predict the reaction product. The product is: [CH3:20][O:21][C:22]([C@H:24]1[CH2:29][CH2:28][C@H:27]([CH2:30][NH:31][C:11]2[CH:10]=[C:9]([O:18][CH3:19])[C:8]([F:7])=[CH:13][C:12]=2[N+:14]([O-:16])=[O:15])[CH2:26][CH2:25]1)=[O:23]. (5) Given the reactants [Br:1][C:2]1[CH:7]=[CH:6][C:5]([Cl:8])=[CH:4][C:3]=1[CH2:9][CH2:10][OH:11].N1C=CN=C1.[CH:17]([Si:20]([CH:25]([CH3:27])[CH3:26])([CH:22]([CH3:24])[CH3:23])Cl)([CH3:19])[CH3:18].Cl, predict the reaction product. The product is: [Br:1][C:2]1[CH:7]=[CH:6][C:5]([Cl:8])=[CH:4][C:3]=1[CH2:9][CH2:10][O:11][Si:20]([CH:25]([CH3:27])[CH3:26])([CH:22]([CH3:24])[CH3:23])[CH:17]([CH3:19])[CH3:18]. (6) Given the reactants [C:1]([C:3]1[C:4]([N:22]2[CH2:27][CH2:26][CH:25]([C:28]([OH:30])=O)[CH2:24][CH2:23]2)=[N:5][C:6]([CH2:14][N:15]2[CH2:20][CH2:19][CH2:18][CH2:17][C:16]2=[O:21])=[C:7]([C:9]([O:11][CH2:12][CH3:13])=[O:10])[CH:8]=1)#[N:2].[F:31][C:32]([F:46])([F:45])[S:33][C:34]1[CH:39]=[CH:38][C:37]([CH2:40][S:41]([NH2:44])(=[O:43])=[O:42])=[CH:36][CH:35]=1, predict the reaction product. The product is: [C:1]([C:3]1[C:4]([N:22]2[CH2:27][CH2:26][CH:25]([C:28](=[O:30])[NH:44][S:41]([CH2:40][C:37]3[CH:36]=[CH:35][C:34]([S:33][C:32]([F:31])([F:46])[F:45])=[CH:39][CH:38]=3)(=[O:42])=[O:43])[CH2:24][CH2:23]2)=[N:5][C:6]([CH2:14][N:15]2[CH2:20][CH2:19][CH2:18][CH2:17][C:16]2=[O:21])=[C:7]([CH:8]=1)[C:9]([O:11][CH2:12][CH3:13])=[O:10])#[N:2]. (7) Given the reactants [Cl:1][C:2]1[CH:8]=[CH:7][C:5]([NH2:6])=[CH:4][C:3]=1[C:9]1[CH:14]=[CH:13][CH:12]=[CH:11][N:10]=1.[C:15]([O:19][C:20]([N:22]1[CH2:27][CH2:26][N:25]([C:28]2[CH:36]=[CH:35][C:31]([C:32](O)=[O:33])=[CH:30][CH:29]=2)[C:24](=[O:37])[CH2:23]1)=[O:21])([CH3:18])([CH3:17])[CH3:16], predict the reaction product. The product is: [Cl:1][C:2]1[CH:8]=[CH:7][C:5]([NH:6][C:32]([C:31]2[CH:30]=[CH:29][C:28]([N:25]3[CH2:26][CH2:27][N:22]([C:20]([O:19][C:15]([CH3:17])([CH3:16])[CH3:18])=[O:21])[CH2:23][C:24]3=[O:37])=[CH:36][CH:35]=2)=[O:33])=[CH:4][C:3]=1[C:9]1[CH:14]=[CH:13][CH:12]=[CH:11][N:10]=1.